Task: Predict the reactants needed to synthesize the given product.. Dataset: Full USPTO retrosynthesis dataset with 1.9M reactions from patents (1976-2016) (1) Given the product [Cl:39][C:35]1[CH:36]=[CH:37][CH:38]=[C:2]([Cl:1])[C:3]=1[C:4]([NH:6][CH2:7][C:8]1[CH:9]=[CH:10][C:11]([C:14]2[CH:19]=[CH:18][N:17]([CH2:20][O:21][P:22](=[O:23])([OH:33])[OH:28])[C:16](=[O:34])[CH:15]=2)=[CH:12][CH:13]=1)=[O:5], predict the reactants needed to synthesize it. The reactants are: [Cl:1][C:2]1[CH:38]=[CH:37][CH:36]=[C:35]([Cl:39])[C:3]=1[C:4]([NH:6][CH2:7][C:8]1[CH:13]=[CH:12][C:11]([C:14]2[CH:19]=[CH:18][N:17]([CH2:20][O:21][P:22](=[O:33])([O:28]C(C)(C)C)[O:23]C(C)(C)C)[C:16](=[O:34])[CH:15]=2)=[CH:10][CH:9]=1)=[O:5].C(O)(=O)C.O. (2) Given the product [C:38]([O:37][C:35]([N:33]1[CH2:34][C:31]([CH2:42][C:43]([OH:45])=[O:44])([C:28]2[CH:29]=[CH:30][C:25]([O:24][CH2:23][C:19]3[CH:18]=[C:17]([C:3]4[C:4]([CH3:16])=[CH:5][C:6]([O:8][CH2:9][CH2:10][CH2:11][S:12]([CH3:15])(=[O:14])=[O:13])=[CH:7][C:2]=4[CH3:1])[CH:22]=[CH:21][CH:20]=3)=[CH:26][CH:27]=2)[CH2:32]1)=[O:36])([CH3:41])([CH3:39])[CH3:40], predict the reactants needed to synthesize it. The reactants are: [CH3:1][C:2]1[CH:7]=[C:6]([O:8][CH2:9][CH2:10][CH2:11][S:12]([CH3:15])(=[O:14])=[O:13])[CH:5]=[C:4]([CH3:16])[C:3]=1[C:17]1[CH:22]=[CH:21][CH:20]=[C:19]([CH2:23][O:24][C:25]2[CH:30]=[CH:29][C:28]([C:31]3([CH2:42][C:43]([O:45]CC)=[O:44])[CH2:34][N:33]([C:35]([O:37][C:38]([CH3:41])([CH3:40])[CH3:39])=[O:36])[CH2:32]3)=[CH:27][CH:26]=2)[CH:18]=1. (3) Given the product [Si:1]([O:18][CH2:19][CH2:20][C:21]1([C:34]2[CH:39]=[CH:38][CH:37]=[CH:36][CH:35]=2)[N:25]([C:49]([NH:48][C:40](=[O:47])[C:41]2[CH:42]=[CH:43][CH:44]=[CH:45][CH:46]=2)=[S:50])[N:24]=[C:23]([C:26]2[CH:31]=[C:30]([F:32])[CH:29]=[CH:28][C:27]=2[F:33])[S:22]1)([C:14]([CH3:15])([CH3:17])[CH3:16])([C:2]1[CH:3]=[CH:4][CH:5]=[CH:6][CH:7]=1)[C:8]1[CH:9]=[CH:10][CH:11]=[CH:12][CH:13]=1, predict the reactants needed to synthesize it. The reactants are: [Si:1]([O:18][CH2:19][CH2:20][C:21]1([C:34]2[CH:39]=[CH:38][CH:37]=[CH:36][CH:35]=2)[NH:25][N:24]=[C:23]([C:26]2[CH:31]=[C:30]([F:32])[CH:29]=[CH:28][C:27]=2[F:33])[S:22]1)([C:14]([CH3:17])([CH3:16])[CH3:15])([C:8]1[CH:13]=[CH:12][CH:11]=[CH:10][CH:9]=1)[C:2]1[CH:7]=[CH:6][CH:5]=[CH:4][CH:3]=1.[C:40]([N:48]=[C:49]=[S:50])(=[O:47])[C:41]1[CH:46]=[CH:45][CH:44]=[CH:43][CH:42]=1.